This data is from Full USPTO retrosynthesis dataset with 1.9M reactions from patents (1976-2016). The task is: Predict the reactants needed to synthesize the given product. (1) Given the product [CH2:15]([N:3]([CH2:1][CH3:2])[CH2:4]/[CH:5]=[C:6](\[CH2:12][CH2:13][CH3:14])/[CH2:18][SH:19])[CH3:16], predict the reactants needed to synthesize it. The reactants are: [CH2:1]([N:3]([CH2:15][CH3:16])[CH2:4]/[CH:5]=[C:6](\[CH2:12][CH2:13][CH3:14])/OS(C)(=O)=O)[CH3:2].N[C:18](N)=[S:19].[OH-].[Na+]. (2) Given the product [CH2:1]([O:5][C:6]1[CH:7]=[CH:8][C:9]([CH2:46][CH3:47])=[C:10]([CH:44]=1)[O:11][C:12]1[S:13][CH:14]=[C:15]([C:17]([NH:19][C:20]2[C:25]([O:26][CH3:27])=[N:24][C:23]([NH:28][CH2:29][CH2:30][NH:31][CH:39]([CH3:41])[CH3:40])=[N:22][C:21]=2[O:42][CH3:43])=[O:18])[N:16]=1)[CH:2]([CH3:3])[CH3:4], predict the reactants needed to synthesize it. The reactants are: [CH2:1]([O:5][C:6]1[CH:7]=[CH:8][C:9](C)=[C:10]([CH:44]=1)[O:11][C:12]1[S:13][CH:14]=[C:15]([C:17]([NH:19][C:20]2[C:21]([O:42][CH3:43])=[N:22][C:23]([NH:28][CH2:29][CH2:30][N:31]([CH:39]([CH3:41])[CH3:40])C(=O)OC(C)(C)C)=[N:24][C:25]=2[O:26][CH3:27])=[O:18])[N:16]=1)[CH:2]([CH3:4])[CH3:3].[C:46](OCC)(=O)[CH3:47].